Dataset: Reaction yield outcomes from USPTO patents with 853,638 reactions. Task: Predict the reaction yield, written as a fraction of the theoretical maximum amount of product (1.0 means a 100% yield; for example, 0.34 means a 34% yield). (1) The reactants are N1C=CN=C1[C@@H]1CCCN1C(OC(C)(C)C)=O.[I:18][C:19]1[N:20]=[C:21]([C@@H:25]2[CH2:29][CH2:28][CH2:27][N:26]2[C:30]([O:32][C:33]([CH3:36])([CH3:35])[CH3:34])=[O:31])[NH:22][C:23]=1I.P(C(C)(C)C)(C(C)(C)C)C(C)(C)C.N1CCCCC1. The catalyst is CN(C=O)C.[Cu]I. The product is [I:18][C:19]1[N:20]=[C:21]([C@@H:25]2[CH2:29][CH2:28][CH2:27][N:26]2[C:30]([O:32][C:33]([CH3:36])([CH3:35])[CH3:34])=[O:31])[NH:22][CH:23]=1. The yield is 0.500. (2) The reactants are [CH3:1][C:2]1[O:6][C:5]([C:7]([O:9][CH3:10])=[O:8])=[CH:4][C:3]=1[C:11]1[N:15]([CH3:16])[N:14]=[CH:13][CH:12]=1.[Br:17]N1C(=O)CCC1=O. The catalyst is O1CCCC1. The product is [Br:17][C:12]1[CH:13]=[N:14][N:15]([CH3:16])[C:11]=1[C:3]1[CH:4]=[C:5]([C:7]([O:9][CH3:10])=[O:8])[O:6][C:2]=1[CH3:1]. The yield is 0.150. (3) The reactants are [Br:1][C:2]1[CH:3]=[C:4]([C:8]2[C:17]([C:18](=O)[C:19]#[CH:20])=[C:11]3[CH:12]=[CH:13][CH:14]=[C:15]([Cl:16])[N:10]3[N:9]=2)[CH:5]=[CH:6][CH:7]=1.Cl.[CH:23]1([NH:28][C:29]([NH2:31])=[NH:30])[CH2:27][CH2:26][CH2:25][CH2:24]1.[O-]CC.[Na+]. No catalyst specified. The product is [Br:1][C:2]1[CH:3]=[C:4]([C:8]2[C:17]([C:18]3[CH:19]=[CH:20][N:31]=[C:29]([NH:28][CH:23]4[CH2:27][CH2:26][CH2:25][CH2:24]4)[N:30]=3)=[C:11]3[CH:12]=[CH:13][CH:14]=[C:15]([Cl:16])[N:10]3[N:9]=2)[CH:5]=[CH:6][CH:7]=1. The yield is 0.460. (4) The reactants are [OH:1][C:2]1([CH3:26])[CH2:7][CH2:6][N:5]([C@H:8]([C:20]2[CH:25]=[CH:24][CH:23]=[CH:22][CH:21]=2)[C:9]([O:11][C@H](C2C=CC=CC=2)C)=[O:10])[CH2:4][CH2:3]1.FC(F)(F)C(O)=O. The catalyst is ClCCl. The product is [OH:1][C:2]1([CH3:26])[CH2:3][CH2:4][N:5]([C@H:8]([C:20]2[CH:25]=[CH:24][CH:23]=[CH:22][CH:21]=2)[C:9]([OH:11])=[O:10])[CH2:6][CH2:7]1. The yield is 0.980. (5) The catalyst is CN(C=O)C.CCOC(C)=O. The reactants are [NH2:1][C:2]1[C:3]2[C:11]([CH3:12])=[C:10]([CH3:13])[S:9][C:4]=2[NH:5][C:6](=[S:8])[N:7]=1.CCN(CC)CC.Cl[C:22]([O:24][CH2:25][CH3:26])=[O:23]. The yield is 0.540. The product is [CH3:12][C:11]1[C:3]2[C:2]([NH:1][C:22](=[O:23])[O:24][CH2:25][CH3:26])=[N:7][C:6](=[S:8])[NH:5][C:4]=2[S:9][C:10]=1[CH3:13]. (6) The product is [CH3:1][C:2]1[O:6][C:5]([CH2:7][C:8]2[CH:13]=[CH:12][C:11]([CH2:14][C:15]3[CH:25]=[C:24]([C:26]4[CH:27]=[CH:28][C:29]([NH2:32])=[N:30][CH:31]=4)[O:17][N:16]=3)=[CH:10][CH:9]=2)=[CH:4][CH:3]=1. The yield is 0.120. The reactants are [CH3:1][C:2]1[O:6][C:5]([CH2:7][C:8]2[CH:13]=[CH:12][C:11]([CH2:14][C:15](Cl)=[N:16][OH:17])=[CH:10][CH:9]=2)=[CH:4][CH:3]=1.O1CCCC1.[C:24]([C:26]1[CH:27]=[CH:28][C:29]([NH2:32])=[N:30][CH:31]=1)#[CH:25].C(N(CC)CC)C. The catalyst is O. (7) No catalyst specified. The reactants are [CH:1]([N:4]1[CH:8]=[CH:7][C:6]([C:9]([OH:11])=[O:10])=[N:5]1)([CH3:3])[CH3:2].S(=O)(=O)(O)O.[CH3:17]O. The yield is 0.760. The product is [CH:1]([N:4]1[CH:8]=[CH:7][C:6]([C:9]([O:11][CH3:17])=[O:10])=[N:5]1)([CH3:3])[CH3:2]. (8) The reactants are [O:1]([C:8]1[CH:13]=[CH:12][C:11]([NH:14][C:15]2[N:20]=[CH:19][N:18]=[C:17]([NH:21][CH:22]3[CH2:27][CH2:26][CH2:25][N:24](C(OC(C)(C)C)=O)[CH2:23]3)[CH:16]=2)=[CH:10][CH:9]=1)[C:2]1[CH:7]=[CH:6][CH:5]=[CH:4][CH:3]=1.C(O)(C(F)(F)F)=O. The catalyst is C(Cl)Cl. The product is [O:1]([C:8]1[CH:9]=[CH:10][C:11]([NH:14][C:15]2[CH:16]=[C:17]([NH:21][CH:22]3[CH2:27][CH2:26][CH2:25][NH:24][CH2:23]3)[N:18]=[CH:19][N:20]=2)=[CH:12][CH:13]=1)[C:2]1[CH:7]=[CH:6][CH:5]=[CH:4][CH:3]=1. The yield is 0.810. (9) The reactants are [CH3:1][C:2]([CH3:8])([C:6]#[CH:7])[C:3]([OH:5])=[O:4].[CH2:9](O)[C:10]1[CH:15]=[CH:14][CH:13]=[CH:12][CH:11]=1.C1CCC(N=C=NC2CCCCC2)CC1. The catalyst is ClCCl. The product is [CH3:1][C:2]([CH3:8])([C:6]#[CH:7])[C:3]([O:5][CH2:9][C:10]1[CH:15]=[CH:14][CH:13]=[CH:12][CH:11]=1)=[O:4]. The yield is 0.590. (10) The reactants are [C:1]12([NH2:11])[CH2:10][CH:5]3[CH2:6][CH:7]([CH2:9][CH:3]([CH2:4]3)[CH2:2]1)[CH2:8]2.Cl[CH2:13][C:14]1[N:18]=[C:17]([CH:19]2[CH2:23][CH2:22][CH2:21][O:20]2)[O:16][N:15]=1. No catalyst specified. The product is [O:20]1[CH2:21][CH2:22][CH2:23][CH:19]1[C:17]1[O:16][N:15]=[C:14]([CH2:13][NH:11][C:1]23[CH2:8][CH:7]4[CH2:6][CH:5]([CH2:4][CH:3]([CH2:9]4)[CH2:2]2)[CH2:10]3)[N:18]=1. The yield is 0.790.